Dataset: Forward reaction prediction with 1.9M reactions from USPTO patents (1976-2016). Task: Predict the product of the given reaction. (1) Given the reactants [Cl:1][C:2]1[CH:10]=[C:9]2[C:5]([C:6]([CH2:18][C:19]3[CH:24]=[CH:23][CH:22]=[C:21]([Cl:25])[CH:20]=3)([CH:12]3[CH2:17][CH2:16][CH2:15][NH:14][CH2:13]3)[C:7](=[O:11])[NH:8]2)=[CH:4][CH:3]=1.C(N(CC)CC)C.[N:33]([C:36]1[CH:41]=[CH:40][N:39]=[CH:38][CH:37]=1)=[C:34]=[O:35], predict the reaction product. The product is: [N:39]1[CH:40]=[CH:41][C:36]([NH:33][C:34]([N:14]2[CH2:15][CH2:16][CH2:17][CH:12]([C:6]3([CH2:18][C:19]4[CH:24]=[CH:23][CH:22]=[C:21]([Cl:25])[CH:20]=4)[C:5]4[C:9](=[CH:10][C:2]([Cl:1])=[CH:3][CH:4]=4)[NH:8][C:7]3=[O:11])[CH2:13]2)=[O:35])=[CH:37][CH:38]=1. (2) Given the reactants [Cl:1][C:2]1[CH:7]=[CH:6][C:5]([S:8]([NH:11][CH2:12][C:13]2[CH:18]=[CH:17][C:16]([C:19]#[N:20])=[CH:15][CH:14]=2)(=[O:10])=[O:9])=[CH:4][CH:3]=1.[CH3:21][O:22][C:23]1[CH:24]=[C:25]([CH:28]=[CH:29][CH:30]=1)[CH2:26]Br, predict the reaction product. The product is: [Cl:1][C:2]1[CH:7]=[CH:6][C:5]([S:8]([N:11]([CH2:12][C:13]2[CH:18]=[CH:17][C:16]([C:19]#[N:20])=[CH:15][CH:14]=2)[CH2:26][C:25]2[CH:28]=[CH:29][CH:30]=[C:23]([O:22][CH3:21])[CH:24]=2)(=[O:9])=[O:10])=[CH:4][CH:3]=1. (3) Given the reactants Br[C:2]1[CH:7]=[CH:6][CH:5]=[CH:4][C:3]=1[N:8]1[C:16]2[CH:15]=[CH:14][C:13]([CH3:17])=[CH:12][C:11]=2[C:10]2[CH2:18][N:19]([CH3:22])[CH2:20][CH2:21][C:9]1=2.[C:23]1(B(O)O)[CH:28]=[CH:27][CH:26]=[CH:25][CH:24]=1.[O-]P([O-])([O-])=O.[K+].[K+].[K+], predict the reaction product. The product is: [C:2]1([C:23]2[CH:28]=[CH:27][CH:26]=[CH:25][CH:24]=2)[CH:7]=[CH:6][CH:5]=[CH:4][C:3]=1[N:8]1[C:16]2[CH:15]=[CH:14][C:13]([CH3:17])=[CH:12][C:11]=2[C:10]2[CH2:18][N:19]([CH3:22])[CH2:20][CH2:21][C:9]1=2. (4) Given the reactants CCN(C(C)C)C(C)C.[NH2:10][CH2:11][C@H:12]1[CH2:16][CH2:15][CH2:14][N:13]1[C:17]([O:19][C:20]([CH3:23])([CH3:22])[CH3:21])=[O:18].[Cl:24][CH2:25][C:26](Cl)=[O:27], predict the reaction product. The product is: [Cl:24][CH2:25][C:26]([NH:10][CH2:11][C@H:12]1[CH2:16][CH2:15][CH2:14][N:13]1[C:17]([O:19][C:20]([CH3:23])([CH3:22])[CH3:21])=[O:18])=[O:27]. (5) Given the reactants [N:1]12[CH2:8][CH2:7][CH:4]([CH2:5][CH2:6]1)[C@@H:3]([O:9][C:10](=[O:25])[C:11]([OH:24])([C:18]1[CH:23]=[CH:22][CH:21]=[CH:20][CH:19]=1)[C:12]1[CH:17]=[CH:16][CH:15]=[CH:14][CH:13]=1)[CH2:2]2.[CH2:26]([O:33][C:34](=[O:37])[CH2:35][Br:36])[C:27]1[CH:32]=[CH:31][CH:30]=[CH:29][CH:28]=1, predict the reaction product. The product is: [Br-:36].[CH2:26]([O:33][C:34]([CH2:35][N+:1]12[CH2:6][CH2:5][CH:4]([CH2:7][CH2:8]1)[C@@H:3]([O:9][C:10](=[O:25])[C:11]([OH:24])([C:12]1[CH:17]=[CH:16][CH:15]=[CH:14][CH:13]=1)[C:18]1[CH:23]=[CH:22][CH:21]=[CH:20][CH:19]=1)[CH2:2]2)=[O:37])[C:27]1[CH:32]=[CH:31][CH:30]=[CH:29][CH:28]=1.